This data is from Full USPTO retrosynthesis dataset with 1.9M reactions from patents (1976-2016). The task is: Predict the reactants needed to synthesize the given product. (1) The reactants are: [Cl:1][CH2:2][CH:3]1[C:7]2=[C:8]3[C:17]4[C:12]([C:13](=[O:19])[NH:14][O:15][C:16]=4[CH:18]=[C:6]2[N:5]([C:20]([O:22]C(C)(C)C)=O)[CH2:4]1)=[CH:11][CH:10]=[CH:9]3.CCN(CC)CC.[NH:34]1[C:42]2[C:37](=[CH:38][CH:39]=[CH:40][CH:41]=2)[CH:36]=[C:35]1[C:43]([NH:45][C:46]1[CH:47]=[C:48]2[C:52](=[CH:53][CH:54]=1)[NH:51][C:50](C(OC1C(F)=C(F)C(F)=C(F)C=1F)=O)=[CH:49]2)=[O:44]. Given the product [Cl:1][CH2:2][CH:3]1[C:7]2=[C:8]3[C:17]4[C:12]([C:13](=[O:19])[NH:14][O:15][C:16]=4[CH:18]=[C:6]2[N:5]([C:20]([C:50]2[NH:51][C:52]4[C:48]([CH:49]=2)=[CH:47][C:46]([NH:45][C:43]([C:35]2[NH:34][C:42]5[C:37]([CH:36]=2)=[CH:38][CH:39]=[CH:40][CH:41]=5)=[O:44])=[CH:54][CH:53]=4)=[O:22])[CH2:4]1)=[CH:11][CH:10]=[CH:9]3, predict the reactants needed to synthesize it. (2) Given the product [Cl:1][C:2]1[CH:3]=[C:4]([NH:10][C:11](=[O:19])[C:12]([OH:18])([C:13]2[S:14][CH:15]=[CH:16][CH:17]=2)[CH2:39][C:38]2[CH:41]=[CH:42][CH:35]=[CH:36][CH:37]=2)[CH:5]=[CH:6][C:7]=1[C:8]#[N:9], predict the reactants needed to synthesize it. The reactants are: [Cl:1][C:2]1[CH:3]=[C:4]([NH:10][C:11](=[O:19])[C:12](=[O:18])[C:13]2[S:14][CH:15]=[CH:16][CH:17]=2)[CH:5]=[CH:6][C:7]=1[C:8]#[N:9].O=C(C1SC=CC=1)C(O)=O.S(Cl)(Cl)=O.N[C:35]1[CH:42]=[CH:41][C:38]([C:39]#N)=[C:37](Cl)[CH:36]=1.C([Mg]Cl)C1C=CC=CC=1. (3) The reactants are: [Br:1][CH2:2][C:3]1[CH:12]=[CH:11][CH:10]=[C:9]2[C:4]=1[CH:5]=[CH:6][N:7]=[CH:8]2.C1C2C(=C(CO)C=CC=2)C=CN=1.Br. Given the product [BrH:1].[Br:1][CH2:2][C:3]1[CH:12]=[CH:11][CH:10]=[C:9]2[C:4]=1[CH:5]=[CH:6][N:7]=[CH:8]2, predict the reactants needed to synthesize it. (4) Given the product [C:22]([O:21][C:19](=[O:20])[NH:26][C@H:27]([C:29](=[O:30])[NH:1][CH:2]1[CH2:8][CH2:7][CH2:6][N:5]([S:9]([C:12]2[CH:17]=[CH:16][CH:15]=[CH:14][N:13]=2)(=[O:11])=[O:10])[CH2:4][CH:3]1[OH:18])[CH2:28][CH:42]1[CH2:47][CH2:46][CH2:45][CH2:44][CH2:43]1)([CH3:23])([CH3:24])[CH3:25], predict the reactants needed to synthesize it. The reactants are: [NH2:1][CH:2]1[CH2:8][CH2:7][CH2:6][N:5]([S:9]([C:12]2[CH:17]=[CH:16][CH:15]=[CH:14][N:13]=2)(=[O:11])=[O:10])[CH2:4][CH:3]1[OH:18].[C:19]([N:26](C1CCCCC1)[C@H:27]([C:29](O)=[O:30])[CH3:28])([O:21][C:22]([CH3:25])([CH3:24])[CH3:23])=[O:20].ON1[C:43]2[CH:44]=[CH:45][CH:46]=[CH:47][C:42]=2N=N1.C(O)C(N)(CO)CO. (5) Given the product [Si:1]([O:8][CH2:9][CH2:10][NH:11][CH2:19][C:18]([CH3:22])([CH3:21])[CH3:17])([C:4]([CH3:6])([CH3:7])[CH3:5])([CH3:3])[CH3:2], predict the reactants needed to synthesize it. The reactants are: [Si:1]([O:8][CH2:9][CH2:10][NH:11]C1CCCC1)([C:4]([CH3:7])([CH3:6])[CH3:5])([CH3:3])[CH3:2].[CH3:17][C:18]([CH3:22])([CH3:21])[CH:19]=O.[Si](OCCN)(C(C)(C)C)(C)C.